This data is from Catalyst prediction with 721,799 reactions and 888 catalyst types from USPTO. The task is: Predict which catalyst facilitates the given reaction. (1) Reactant: [CH2:1]([O:3][C:4]1[CH:5]=[CH:6][C:7]([NH:10][NH2:11])=[N:8][CH:9]=1)[CH3:2].O=[CH:13][C:14]([O:16][CH2:17][CH3:18])=[O:15].C(OI(C1C=CC=CC=1)OC(=O)C)(=O)C. Product: [CH2:1]([O:3][C:4]1[CH:5]=[CH:6][C:7]2[N:8]([C:13]([C:14]([O:16][CH2:17][CH3:18])=[O:15])=[N:11][N:10]=2)[CH:9]=1)[CH3:2]. The catalyst class is: 5. (2) Reactant: Cl[C:2]1[N:7]=[C:6]([NH:8][C:9]2[CH:14]=[CH:13][C:12]([N:15]3[CH2:20][CH2:19][O:18][CH2:17][CH2:16]3)=[CH:11][C:10]=2[O:21][CH3:22])[C:5]([Cl:23])=[CH:4][N:3]=1.[NH2:24][C:25]1[CH:38]=[CH:37][C:28]2[NH:29][C:30](=[O:36])[CH2:31][CH2:32][C:33]([CH3:35])([CH3:34])[C:27]=2[CH:26]=1.Cl.O1CCO[CH2:42][CH2:41]1. Product: [Cl:23][C:5]1[C:6]([NH:8][C:9]2[CH:14]=[CH:13][C:12]([N:15]3[CH2:20][CH2:19][O:18][CH2:17][CH2:16]3)=[CH:11][C:10]=2[O:21][CH3:22])=[N:7][C:2]([NH:24][C:25]2[CH:38]=[CH:37][C:28]3[N:29]([CH2:41][CH3:42])[C:30](=[O:36])[CH2:31][CH2:32][C:33]([CH3:35])([CH3:34])[C:27]=3[CH:26]=2)=[N:3][CH:4]=1. The catalyst class is: 141.